Dataset: NCI-60 drug combinations with 297,098 pairs across 59 cell lines. Task: Regression. Given two drug SMILES strings and cell line genomic features, predict the synergy score measuring deviation from expected non-interaction effect. (1) Drug 1: COC1=CC(=CC(=C1O)OC)C2C3C(COC3=O)C(C4=CC5=C(C=C24)OCO5)OC6C(C(C7C(O6)COC(O7)C8=CC=CS8)O)O. Drug 2: C(CN)CNCCSP(=O)(O)O. Cell line: OVCAR-8. Synergy scores: CSS=36.5, Synergy_ZIP=-10.6, Synergy_Bliss=-0.995, Synergy_Loewe=-67.3, Synergy_HSA=-0.193. (2) Drug 1: CCC1(CC2CC(C3=C(CCN(C2)C1)C4=CC=CC=C4N3)(C5=C(C=C6C(=C5)C78CCN9C7C(C=CC9)(C(C(C8N6C=O)(C(=O)OC)O)OC(=O)C)CC)OC)C(=O)OC)O.OS(=O)(=O)O. Drug 2: CC1CCCC2(C(O2)CC(NC(=O)CC(C(C(=O)C(C1O)C)(C)C)O)C(=CC3=CSC(=N3)C)C)C. Cell line: RXF 393. Synergy scores: CSS=25.3, Synergy_ZIP=1.72, Synergy_Bliss=0.142, Synergy_Loewe=-11.4, Synergy_HSA=-1.66. (3) Drug 1: CC(CN1CC(=O)NC(=O)C1)N2CC(=O)NC(=O)C2. Drug 2: C1=CC(=CC=C1C#N)C(C2=CC=C(C=C2)C#N)N3C=NC=N3. Cell line: UO-31. Synergy scores: CSS=10.8, Synergy_ZIP=-4.61, Synergy_Bliss=-4.50, Synergy_Loewe=-1.27, Synergy_HSA=-1.12. (4) Drug 1: CC1C(C(=O)NC(C(=O)N2CCCC2C(=O)N(CC(=O)N(C(C(=O)O1)C(C)C)C)C)C(C)C)NC(=O)C3=C4C(=C(C=C3)C)OC5=C(C(=O)C(=C(C5=N4)C(=O)NC6C(OC(=O)C(N(C(=O)CN(C(=O)C7CCCN7C(=O)C(NC6=O)C(C)C)C)C)C(C)C)C)N)C. Drug 2: CCN(CC)CCNC(=O)C1=C(NC(=C1C)C=C2C3=C(C=CC(=C3)F)NC2=O)C. Cell line: DU-145. Synergy scores: CSS=3.31, Synergy_ZIP=-3.21, Synergy_Bliss=-4.25, Synergy_Loewe=-7.65, Synergy_HSA=-5.56. (5) Drug 1: CC(C1=C(C=CC(=C1Cl)F)Cl)OC2=C(N=CC(=C2)C3=CN(N=C3)C4CCNCC4)N. Drug 2: CCC1(C2=C(COC1=O)C(=O)N3CC4=CC5=C(C=CC(=C5CN(C)C)O)N=C4C3=C2)O.Cl. Cell line: NCIH23. Synergy scores: CSS=21.9, Synergy_ZIP=-9.38, Synergy_Bliss=-2.69, Synergy_Loewe=-4.79, Synergy_HSA=-0.609. (6) Drug 1: C1=CC(=C2C(=C1NCCNCCO)C(=O)C3=C(C=CC(=C3C2=O)O)O)NCCNCCO. Drug 2: CC(CN1CC(=O)NC(=O)C1)N2CC(=O)NC(=O)C2. Cell line: OVCAR3. Synergy scores: CSS=32.4, Synergy_ZIP=-5.04, Synergy_Bliss=-4.26, Synergy_Loewe=-4.50, Synergy_HSA=-1.44. (7) Drug 1: C1CCC(C1)C(CC#N)N2C=C(C=N2)C3=C4C=CNC4=NC=N3. Drug 2: C1C(C(OC1N2C=NC3=C(N=C(N=C32)Cl)N)CO)O. Cell line: NCIH23. Synergy scores: CSS=4.89, Synergy_ZIP=1.30, Synergy_Bliss=-2.73, Synergy_Loewe=-3.08, Synergy_HSA=-2.67. (8) Drug 1: C1=CN(C=N1)CC(O)(P(=O)(O)O)P(=O)(O)O. Drug 2: CN1C2=C(C=C(C=C2)N(CCCl)CCCl)N=C1CCCC(=O)O.Cl. Cell line: HCC-2998. Synergy scores: CSS=-3.10, Synergy_ZIP=4.98, Synergy_Bliss=-0.505, Synergy_Loewe=-3.99, Synergy_HSA=-8.03. (9) Drug 1: CC1=C2C(C(=O)C3(C(CC4C(C3C(C(C2(C)C)(CC1OC(=O)C(C(C5=CC=CC=C5)NC(=O)C6=CC=CC=C6)O)O)OC(=O)C7=CC=CC=C7)(CO4)OC(=O)C)O)C)OC(=O)C. Drug 2: CC1=C(C(=CC=C1)Cl)NC(=O)C2=CN=C(S2)NC3=CC(=NC(=N3)C)N4CCN(CC4)CCO. Cell line: OVCAR3. Synergy scores: CSS=59.3, Synergy_ZIP=0.808, Synergy_Bliss=0.846, Synergy_Loewe=3.53, Synergy_HSA=7.01.